Dataset: Full USPTO retrosynthesis dataset with 1.9M reactions from patents (1976-2016). Task: Predict the reactants needed to synthesize the given product. (1) Given the product [N+:1]([C:4]1[CH:5]=[C:6]([CH:10]=[CH:11][C:12]=1[N+:13]([O-:15])=[O:14])[C:7]([NH:16][CH:17]1[CH2:22][CH2:21][O:20][CH2:19][CH2:18]1)=[O:9])([O-:3])=[O:2], predict the reactants needed to synthesize it. The reactants are: [N+:1]([C:4]1[CH:5]=[C:6]([CH:10]=[CH:11][C:12]=1[N+:13]([O-:15])=[O:14])[C:7]([OH:9])=O)([O-:3])=[O:2].[NH2:16][CH:17]1[CH2:22][CH2:21][O:20][CH2:19][CH2:18]1. (2) Given the product [CH3:20][CH:18]([N:11]1[C:10](/[CH:21]=[CH:22]/[C@@H:23]([OH:31])[CH2:24][C@@H:25]([OH:30])[CH2:26][C:27]([O-:29])=[O:28])=[C:9]([C:6]2[CH:7]=[CH:8][C:3]([F:2])=[CH:4][CH:5]=2)[C:17]2[C:12]1=[CH:13][CH:14]=[CH:15][CH:16]=2)[CH3:19].[Na+:1], predict the reactants needed to synthesize it. The reactants are: [Na+:1].[F:2][C:3]1[CH:8]=[CH:7][C:6]([C:9]2[C:17]3[C:12](=[CH:13][CH:14]=[CH:15][CH:16]=3)[N:11]([CH:18]([CH3:20])[CH3:19])[C:10]=2[CH2:21][CH2:22][CH:23]([OH:31])[CH2:24][C:25]([OH:30])=[CH:26][C:27]([O-:29])=[O:28])=[CH:5][CH:4]=1. (3) The reactants are: [C:1]1([C:7]([CH3:16])([C:12]([O:14]C)=O)[C:8]([O:10]C)=O)[CH2:6][CH2:5][CH2:4][CH2:3][CH:2]=1.[CH2:17]([NH:19][C:20]([NH2:22])=[O:21])[CH3:18]. Given the product [C:1]1([C:7]2([CH3:16])[C:8](=[O:10])[N:19]([CH2:17][CH3:18])[C:20](=[O:21])[NH:22][C:12]2=[O:14])[CH2:6][CH2:5][CH2:4][CH2:3][CH:2]=1, predict the reactants needed to synthesize it. (4) The reactants are: [Na+].[N+:2]([C:5]1[CH:11]=[C:10]([S:12]([O-:15])(=O)=[O:13])[CH:9]=[CH:8][C:6]=1[NH2:7])([O-:4])=[O:3].P(Cl)(Cl)([Cl:18])=O. Given the product [N+:2]([C:5]1[CH:11]=[C:10]([S:12]([Cl:18])(=[O:15])=[O:13])[CH:9]=[CH:8][C:6]=1[NH2:7])([O-:4])=[O:3], predict the reactants needed to synthesize it. (5) Given the product [Cl:1][C:2]1[C:6]2[N:7]=[C:8]([C:12]3[CH:17]=[CH:16][N:15]=[CH:14][CH:13]=3)[N:9]=[C:10]([NH:34][CH2:33][C@@H:25]([NH2:24])[CH2:26][C:27]3[CH:28]=[CH:29][CH:30]=[CH:31][CH:32]=3)[C:5]=2[S:4][CH:3]=1, predict the reactants needed to synthesize it. The reactants are: [Cl:1][C:2]1[C:6]2[N:7]=[C:8]([C:12]3[CH:17]=[CH:16][N:15]=[CH:14][CH:13]=3)[N:9]=[C:10](Cl)[C:5]=2[S:4][CH:3]=1.C(OC(=O)[NH:24][C@H:25]([CH2:33][NH2:34])[CH2:26][C:27]1[CH:32]=[CH:31][CH:30]=[CH:29][CH:28]=1)(C)(C)C.C(N(CC)CC)C. (6) Given the product [F:1][C:2]1[CH:3]=[CH:4][C:5]([C:8]2[O:12][N:11]=[C:10]([C:13]([N:15]3[C@@H:16]([CH2:24][CH:25]([CH3:26])[CH3:27])[C:17](=[O:23])[NH:18][C@@H:45]([C:43]([OH:42])=[O:44])[CH2:20]3)=[O:14])[CH:9]=2)=[CH:6][CH:7]=1, predict the reactants needed to synthesize it. The reactants are: [F:1][C:2]1[CH:7]=[CH:6][C:5]([C:8]2[O:12][N:11]=[C:10]([C:13]([N:15]3[CH2:20][C@H](C=C)[NH:18][C:17](=[O:23])[C@@H:16]3[CH2:24][CH:25]([CH3:27])[CH3:26])=[O:14])[CH:9]=2)=[CH:4][CH:3]=1.OOS([O-])=O.[K+].[O-]S([O-])=O.[Na+].[Na+].CC[O:42][C:43]([CH3:45])=[O:44]. (7) Given the product [Cl:12][C:5]1[CH:6]=[C:7]([N+:9]([O-:11])=[O:10])[CH:8]=[C:3]([CH2:2][S:14][CH3:13])[CH:4]=1, predict the reactants needed to synthesize it. The reactants are: Br[CH2:2][C:3]1[CH:4]=[C:5]([Cl:12])[CH:6]=[C:7]([N+:9]([O-:11])=[O:10])[CH:8]=1.[CH3:13][S-:14].[Na+].